Dataset: Full USPTO retrosynthesis dataset with 1.9M reactions from patents (1976-2016). Task: Predict the reactants needed to synthesize the given product. (1) Given the product [Cl:1][C:2]1[CH:11]=[CH:10][C:9]2[C:4](=[CH:5][CH:6]=[C:7]([CH:12]=[O:25])[CH:8]=2)[N:3]=1, predict the reactants needed to synthesize it. The reactants are: [Cl:1][C:2]1[CH:11]=[CH:10][C:9]2[C:4](=[CH:5][CH:6]=[C:7]([CH:12](Br)Br)[CH:8]=2)[N:3]=1.C1N2CN3CN(C2)CN1C3.[OH2:25].Cl. (2) Given the product [CH3:1][C:2]1[CH:3]=[CH:4][C:5]([C:21]([NH:23][C:24]2[CH:25]=[C:26]([C:36]([F:38])([F:39])[F:37])[CH:27]=[C:28]([N:30]3[CH:34]=[N:33][C:32]([CH3:35])=[CH:31]3)[CH:29]=2)=[O:22])=[CH:6][C:7]=1[NH:8][C:9]1[N:10]=[CH:11][CH:12]=[C:13]([C:15]2[CH:16]=[CH:17][CH:18]=[N:19][CH:20]=2)[N:14]=1.[C:40]([O-:47])(=[O:46])/[CH:41]=[CH:42]\[C:43]([O-:45])=[O:44], predict the reactants needed to synthesize it. The reactants are: [CH3:1][C:2]1[CH:3]=[CH:4][C:5]([C:21]([NH:23][C:24]2[CH:25]=[C:26]([C:36]([F:39])([F:38])[F:37])[CH:27]=[C:28]([N:30]3[CH:34]=[N:33][C:32]([CH3:35])=[CH:31]3)[CH:29]=2)=[O:22])=[CH:6][C:7]=1[NH:8][C:9]1[N:10]=[CH:11][CH:12]=[C:13]([C:15]2[CH:16]=[CH:17][CH:18]=[N:19][CH:20]=2)[N:14]=1.[C:40]([OH:47])(=[O:46])/[CH:41]=[CH:42]\[C:43]([OH:45])=[O:44]. (3) Given the product [NH2:21][C:19]1[CH:18]=[CH:17][C:3]([O:4][C:5]2[N:10]=[CH:9][N:8]=[C:7]([NH:11][C:12](=[O:16])[N:13]([CH3:15])[CH3:14])[CH:6]=2)=[C:2]([F:1])[CH:20]=1, predict the reactants needed to synthesize it. The reactants are: [F:1][C:2]1[CH:20]=[C:19]([N+:21]([O-])=O)[CH:18]=[CH:17][C:3]=1[O:4][C:5]1[N:10]=[CH:9][N:8]=[C:7]([NH:11][C:12](=[O:16])[N:13]([CH3:15])[CH3:14])[CH:6]=1.[Cl-].[NH4+].C(OCC)(=O)C.O1CCCC1.CCCCCC. (4) Given the product [CH3:34][O:35][C:36]([C:38]1([N:46]([O:59][CH:65]2[CH2:66][CH2:67][N:62]([O:61][CH3:60])[CH2:63][CH2:64]2)[C:47](=[O:58])[CH2:48][C:49]2[C:50]([CH3:57])=[CH:51][C:52]([CH3:56])=[CH:53][C:54]=2[CH3:55])[CH2:39][CH2:40][N:41]([O:44][CH3:45])[CH2:42][CH2:43]1)=[O:37], predict the reactants needed to synthesize it. The reactants are: C1(P(C2C=CC=CC=2)C2C=CC=CC=2)C=CC=CC=1.N(C(OC(C)C)=O)=NC(OC(C)C)=O.[CH3:34][O:35][C:36]([C:38]1([N:46]([OH:59])[C:47](=[O:58])[CH2:48][C:49]2[C:54]([CH3:55])=[CH:53][C:52]([CH3:56])=[CH:51][C:50]=2[CH3:57])[CH2:43][CH2:42][N:41]([O:44][CH3:45])[CH2:40][CH2:39]1)=[O:37].[CH3:60][O:61][N:62]1[CH2:67][CH2:66][CH:65](O)[CH2:64][CH2:63]1. (5) Given the product [CH3:20][O:19][CH2:18][CH2:17][O:16][CH2:15][O:14][C:11]1[CH:10]=[CH:9][C:8]([CH2:7][CH2:23][OH:25])=[CH:13][CH:12]=1, predict the reactants needed to synthesize it. The reactants are: [BH4-].[Li+].C(O[CH2:7][C:8]1[CH:13]=[CH:12][C:11]([O:14][CH2:15][O:16][CH2:17][CH2:18][O:19][CH3:20])=[CH:10][CH:9]=1)(=O)C.[Cl-].[NH4+].[C:23](O)(=[O:25])C. (6) Given the product [F:38][C:26]1([F:25])[O:30][C:29]2[CH:31]=[CH:32][CH:33]=[C:34]([C:35]3[O:1][N:2]=[C:3]([C:5]4[CH:13]=[CH:12][C:11]5[N:10]6[CH2:14][CH2:15][CH:16]([CH2:17][C:18]([OH:20])=[O:19])[C:9]6=[CH:8][C:7]=5[CH:6]=4)[N:4]=3)[C:28]=2[O:27]1, predict the reactants needed to synthesize it. The reactants are: [OH:1][N:2]=[C:3]([C:5]1[CH:13]=[CH:12][C:11]2[N:10]3[CH2:14][CH2:15][CH:16]([CH2:17][C:18]([O:20]C(C)(C)C)=[O:19])[C:9]3=[CH:8][C:7]=2[CH:6]=1)[NH2:4].[F:25][C:26]1([F:38])[O:30][C:29]2[CH:31]=[CH:32][CH:33]=[C:34]([C:35](O)=O)[C:28]=2[O:27]1.